From a dataset of Full USPTO retrosynthesis dataset with 1.9M reactions from patents (1976-2016). Predict the reactants needed to synthesize the given product. (1) Given the product [OH:13][N:12]=[C:4]([C:3](=[O:10])[CH:2]([CH3:1])[CH3:11])[C:5]([O:7][CH2:8][CH3:9])=[O:6], predict the reactants needed to synthesize it. The reactants are: [CH3:1][CH:2]([CH3:11])[C:3](=[O:10])[CH2:4][C:5]([O:7][CH2:8][CH3:9])=[O:6].[N:12]([O-])=[O:13].[Na+]. (2) Given the product [Cl:1][C:2]1[CH:7]=[CH:6][C:5]([C@:8]2([O:26][C@H:25]([CH2:27][O:28][C:29](=[O:31])[CH3:30])[C@@H:20]([O:21][C:22](=[O:24])[CH3:23])[C@H:15]([O:16][C:17](=[O:19])[CH3:18])[C@H:10]2[O:11][C:12](=[O:14])[CH3:13])[OH:9])=[CH:4][C:3]=1[CH2:32][C:33]1[CH:38]=[CH:37][C:36]([P:48]([CH3:50])([CH3:47])=[O:49])=[CH:35][CH:34]=1, predict the reactants needed to synthesize it. The reactants are: [Cl:1][C:2]1[CH:7]=[CH:6][C:5]([C@:8]2([O:26][C@H:25]([CH2:27][O:28][C:29](=[O:31])[CH3:30])[C@@H:20]([O:21][C:22](=[O:24])[CH3:23])[C@H:15]([O:16][C:17](=[O:19])[CH3:18])[C@H:10]2[O:11][C:12](=[O:14])[CH3:13])[OH:9])=[CH:4][C:3]=1[CH2:32][C:33]1[CH:38]=[CH:37][C:36](OS(C(F)(F)F)(=O)=O)=[CH:35][CH:34]=1.[CH3:47][P:48](Cl)([CH3:50])=[O:49].C1(P(C2C=CC=CC=2)CCCCP(C2C=CC=CC=2)C2C=CC=CC=2)C=CC=CC=1.C(N(C(C)C)C(C)C)C.